The task is: Predict the reaction yield, written as a fraction of the theoretical maximum amount of product (1.0 means a 100% yield; for example, 0.34 means a 34% yield).. This data is from Reaction yield outcomes from USPTO patents with 853,638 reactions. (1) The reactants are Cl.[CH3:2][O:3][C:4](=[NH:6])[NH2:5].[C:7](OC)(=[O:13])[CH2:8][C:9](OC)=[O:10].C[O-].[Na+]. The catalyst is CO. The product is [CH3:2][O:3][C:4]1[N:5]=[C:9]([OH:10])[CH:8]=[C:7]([OH:13])[N:6]=1. The yield is 1.00. (2) The reactants are [CH2:1]([O:3][C:4](=[O:24])[C:5](=O)[CH2:6][C:7]([C:9]1[CH:14]=[CH:13][C:12]([O:15][CH2:16][C:17]2[CH:22]=[CH:21][CH:20]=[CH:19][CH:18]=2)=[CH:11][CH:10]=1)=O)[CH3:2].C(O)(=O)C.O.[NH2:30][NH2:31].C([O-])(O)=O.[Na+]. The catalyst is O. The product is [CH2:1]([O:3][C:4]([C:5]1[CH:6]=[C:7]([C:9]2[CH:14]=[CH:13][C:12]([O:15][CH2:16][C:17]3[CH:22]=[CH:21][CH:20]=[CH:19][CH:18]=3)=[CH:11][CH:10]=2)[NH:31][N:30]=1)=[O:24])[CH3:2]. The yield is 0.640. (3) The reactants are [F:1][C:2]([F:7])([F:6])[C:3]([OH:5])=[O:4].C(Cl)Cl.C(OC([N:18]1[CH2:23][CH2:22][N:21]([C:24]2[C:32]([Cl:33])=[CH:31][CH:30]=[C:29]3[C:25]=2[CH:26]=[CH:27][N:28]3[S:34]([C:37]2[CH:42]=[CH:41][CH:40]=[C:39]([Cl:43])[CH:38]=2)(=[O:36])=[O:35])[CH2:20][CH2:19]1)=O)(C)(C)C. No catalyst specified. The product is [F:1][C:2]([F:7])([F:6])[C:3]([OH:5])=[O:4].[Cl:33][C:32]1[C:24]([N:21]2[CH2:20][CH2:19][NH:18][CH2:23][CH2:22]2)=[C:25]2[C:29](=[CH:30][CH:31]=1)[N:28]([S:34]([C:37]1[CH:42]=[CH:41][CH:40]=[C:39]([Cl:43])[CH:38]=1)(=[O:35])=[O:36])[CH:27]=[CH:26]2. The yield is 1.00.